Task: Predict the product of the given reaction.. Dataset: Forward reaction prediction with 1.9M reactions from USPTO patents (1976-2016) (1) Given the reactants Br[C:2]1[CH:3]=[CH:4][C:5]2[O:11][CH2:10][CH2:9][N:8]3[C:12]([C:18]([NH:20][CH3:21])=[O:19])=[C:13]([C:15]([NH2:17])=[O:16])[N:14]=[C:7]3[C:6]=2[CH:22]=1.[C:23]([C:25]1([OH:31])[CH2:30][CH2:29][CH2:28][CH2:27][CH2:26]1)#[CH:24], predict the reaction product. The product is: [OH:31][C:25]1([C:23]#[C:24][C:2]2[CH:3]=[CH:4][C:5]3[O:11][CH2:10][CH2:9][N:8]4[C:12]([C:18]([NH:20][CH3:21])=[O:19])=[C:13]([C:15]([NH2:17])=[O:16])[N:14]=[C:7]4[C:6]=3[CH:22]=2)[CH2:30][CH2:29][CH2:28][CH2:27][CH2:26]1. (2) Given the reactants [N+:1]([C:4]1[CH:12]=[CH:11][C:7]([C:8](Cl)=[O:9])=[CH:6][CH:5]=1)([O-:3])=[O:2].C(N(C(C)C)CC)(C)C.[CH3:22][N:23]([CH3:29])[CH:24]1[CH2:28][CH2:27][NH:26][CH2:25]1, predict the reaction product. The product is: [CH3:22][N:23]([CH3:29])[CH:24]1[CH2:28][CH2:27][N:26]([C:8](=[O:9])[C:7]2[CH:11]=[CH:12][C:4]([N+:1]([O-:3])=[O:2])=[CH:5][CH:6]=2)[CH2:25]1.